This data is from Catalyst prediction with 721,799 reactions and 888 catalyst types from USPTO. The task is: Predict which catalyst facilitates the given reaction. (1) Reactant: [Cl:1][C:2]1[S:6][C:5]([C:7]([NH:9][CH2:10][CH:11]2[O:15][C:14](=[O:16])[N:13]([C:17]3[CH:22]=[CH:21][C:20]([N:23]4[CH2:34][CH2:33][CH2:32][C@H:24]4C(OC(C)(C)C)=O)=[CH:19][CH:18]=3)[CH2:12]2)=[O:8])=[CH:4][CH:3]=1. Product: [Cl:1][C:2]1[S:6][C:5]([C:7]([NH:9][CH2:10][CH:11]2[O:15][C:14](=[O:16])[N:13]([C:17]3[CH:22]=[CH:21][C:20]([N:23]4[CH2:34][CH2:33][CH2:32][CH2:24]4)=[CH:19][CH:18]=3)[CH2:12]2)=[O:8])=[CH:4][CH:3]=1. The catalyst class is: 281. (2) The catalyst class is: 390. Product: [ClH:27].[CH2:20]([O:19][C:17]([N:14]1[CH2:15][CH2:16][CH:9]2[NH:8][CH2:12][CH:11]([OH:13])[CH:10]12)=[O:18])[C:21]1[CH:26]=[CH:25][CH:24]=[CH:23][CH:22]=1. Reactant: C(OC([N:8]1[CH2:12][CH:11]([OH:13])[CH:10]2[N:14]([C:17]([O:19][CH2:20][C:21]3[CH:26]=[CH:25][CH:24]=[CH:23][CH:22]=3)=[O:18])[CH2:15][CH2:16][CH:9]12)=O)(C)(C)C.[ClH:27].O1CCOCC1.